From a dataset of Forward reaction prediction with 1.9M reactions from USPTO patents (1976-2016). Predict the product of the given reaction. Given the reactants [CH3:1][C:2]1[CH:3]=[C:4]([CH:24]=[CH:25][CH:26]=1)[O:5][C:6]1[CH:11]=[CH:10][C:9]([C:12]2[C:17]3=[N:18][S:19](=[O:23])(=[O:22])[CH2:20][CH2:21][N:16]3[CH:15]=[CH:14][CH:13]=2)=[CH:8][CH:7]=1, predict the reaction product. The product is: [CH3:1][C:2]1[CH:3]=[C:4]([CH:24]=[CH:25][CH:26]=1)[O:5][C:6]1[CH:7]=[CH:8][C:9]([CH:12]2[C:17]3=[N:18][S:19](=[O:22])(=[O:23])[CH2:20][CH2:21][N:16]3[CH2:15][CH2:14][CH2:13]2)=[CH:10][CH:11]=1.